Task: Predict the product of the given reaction.. Dataset: Forward reaction prediction with 1.9M reactions from USPTO patents (1976-2016) (1) Given the reactants F[C:2]1[CH:9]=[CH:8][CH:7]=[C:6]([N:10]2[CH2:15][CH2:14][CH:13]([S:16]([CH3:19])(=[O:18])=[O:17])[CH2:12][CH2:11]2)[C:3]=1[CH:4]=O.[CH3:20][S:21][C:22]1[N:27]=[C:26]([NH:28][NH2:29])[CH:25]=[CH:24][N:23]=1.C1CCN2C(=NCCC2)CC1, predict the reaction product. The product is: [CH3:19][S:16]([CH:13]1[CH2:14][CH2:15][N:10]([C:6]2[CH:7]=[CH:8][CH:9]=[C:2]3[C:3]=2[CH:4]=[N:29][N:28]3[C:26]2[CH:25]=[CH:24][N:23]=[C:22]([S:21][CH3:20])[N:27]=2)[CH2:11][CH2:12]1)(=[O:18])=[O:17]. (2) Given the reactants Cl.[CH2:2]([O:9][C:10](=[O:15])[C@H:11]([CH2:13][OH:14])[NH2:12])[C:3]1[CH:8]=[CH:7][CH:6]=[CH:5][CH:4]=1.[CH:16](=O)[C:17]1[CH:22]=[CH:21][CH:20]=[CH:19][CH:18]=1.C([O-])(=O)C.[Na+].C([BH3-])#N.[Na+], predict the reaction product. The product is: [CH2:2]([O:9][C:10](=[O:15])[C@H:11]([CH2:13][OH:14])[NH:12][CH2:16][C:17]1[CH:22]=[CH:21][CH:20]=[CH:19][CH:18]=1)[C:3]1[CH:8]=[CH:7][CH:6]=[CH:5][CH:4]=1. (3) Given the reactants [Cl:1][C:2]1[CH:24]=[CH:23][C:22]([C:25]2[C:30]([F:31])=[CH:29][CH:28]=[CH:27][N:26]=2)=[CH:21][C:3]=1[C:4]([NH:6][C:7]1[N:11](C2C=CC=CC=2)[N:10]=[C:9]([C:18]([OH:20])=O)[CH:8]=1)=[O:5].C(N([CH:38]([CH3:40])[CH3:39])CC)(C)C.C[Si](C)(C)CCOC[N:47]1[CH:51]=[C:50]([CH2:52][CH2:53][NH2:54])[N:49]=[N:48]1.C[Si](C)(C)CCOCN1N=[C:66]([CH2:68]CN)[CH:65]=N1.C[Si](C)(C)CCOCN1C(CCN)=CN=N1.CN(C(ON1N=NC2C=CC=NC1=2)=[N+](C)C)C.F[P-](F)(F)(F)(F)F, predict the reaction product. The product is: [NH:47]1[CH:51]=[C:50]([CH2:52][CH2:53][NH:54][C:18]([C:9]2[N:10]([C:39]3[CH:38]=[CH:40][CH:68]=[CH:66][CH:65]=3)[N:11]=[C:7]([NH:6][C:4](=[O:5])[C:3]3[CH:21]=[C:22]([C:25]4[C:30]([F:31])=[CH:29][CH:28]=[CH:27][N:26]=4)[CH:23]=[CH:24][C:2]=3[Cl:1])[CH:8]=2)=[O:20])[N:49]=[N:48]1. (4) The product is: [N:18]1[CH:19]=[CH:20][CH:21]=[C:16]([NH:15][CH2:14][C:11]2[CH:12]=[CH:13][C:8]([C:7]([NH:6][C@H:5]([C:4]([OH:33])=[O:3])[CH2:29][CH2:30][S:31][CH3:32])=[O:28])=[C:9]([C:22]3[CH:23]=[CH:24][CH:25]=[CH:26][CH:27]=3)[CH:10]=2)[CH:17]=1. Given the reactants Cl.C[O:3][C:4](=[O:33])[C@H:5]([CH2:29][CH2:30][S:31][CH3:32])[NH:6][C:7](=[O:28])[C:8]1[CH:13]=[CH:12][C:11]([CH2:14][NH:15][C:16]2[CH:17]=[N:18][CH:19]=[CH:20][CH:21]=2)=[CH:10][C:9]=1[C:22]1[CH:27]=[CH:26][CH:25]=[CH:24][CH:23]=1.O.[OH-].[Li+], predict the reaction product.